Dataset: Forward reaction prediction with 1.9M reactions from USPTO patents (1976-2016). Task: Predict the product of the given reaction. (1) Given the reactants [CH2:1]([O:3][CH2:4][CH:5]([S:22][C:23]1[CH:28]=[CH:27][C:26]([O:29][CH2:30][C:31]([O:33]CC)=[O:32])=[C:25]([CH3:36])[CH:24]=1)[C:6]1[CH:11]=[CH:10][CH:9]=[C:8]([C:12]2[CH:17]=[CH:16][C:15]([C:18]([F:21])([F:20])[F:19])=[CH:14][CH:13]=2)[N:7]=1)[CH3:2].[OH-].[Na+].Cl, predict the reaction product. The product is: [CH2:1]([O:3][CH2:4][CH:5]([S:22][C:23]1[CH:28]=[CH:27][C:26]([O:29][CH2:30][C:31]([OH:33])=[O:32])=[C:25]([CH3:36])[CH:24]=1)[C:6]1[CH:11]=[CH:10][CH:9]=[C:8]([C:12]2[CH:13]=[CH:14][C:15]([C:18]([F:21])([F:19])[F:20])=[CH:16][CH:17]=2)[N:7]=1)[CH3:2]. (2) Given the reactants [N:1]1[CH:6]=[CH:5][C:4]([N:7]2[CH2:12][CH2:11][C:10](=O)[CH2:9][CH2:8]2)=[CH:3][CH:2]=1.CC(O)=O.[CH:18]([NH2:21])([CH3:20])[CH3:19].[BH3-]C#N.[Na+], predict the reaction product. The product is: [CH:18]([NH:21][CH:10]1[CH2:11][CH2:12][N:7]([C:4]2[CH:5]=[CH:6][N:1]=[CH:2][CH:3]=2)[CH2:8][CH2:9]1)([CH3:20])[CH3:19]. (3) Given the reactants CS(C)=O.[C:5]([O:8][CH:9]([CH2:19][CH:20]=[C:21]([CH3:29])[CH2:22][CH2:23][CH2:24][CH:25]([CH3:28])[CH2:26][OH:27])[C:10]([CH3:18])=[CH:11][C:12]1[N:13]=[C:14]([CH3:17])[S:15][CH:16]=1)(=[O:7])[CH3:6].C(N(CC)CC)C.C(Cl)Cl, predict the reaction product. The product is: [C:5]([O:8][CH:9]([CH2:19][CH:20]=[C:21]([CH3:29])[CH2:22][CH2:23][CH2:24][CH:25]([CH3:28])[CH:26]=[O:27])[C:10]([CH3:18])=[CH:11][C:12]1[N:13]=[C:14]([CH3:17])[S:15][CH:16]=1)(=[O:7])[CH3:6].